From a dataset of Full USPTO retrosynthesis dataset with 1.9M reactions from patents (1976-2016). Predict the reactants needed to synthesize the given product. (1) Given the product [CH3:1][S:2]([N:5]1[C:9]2[N:10]=[C:11]([N:39]3[CH2:44][CH2:43][O:42][CH2:41][CH2:40]3)[N:12]=[C:13]([C:14]3[CH:19]=[N:18][C:17]([NH2:20])=[N:16][CH:15]=3)[C:8]=2[CH:7]=[CH:6]1)(=[O:4])=[O:3], predict the reactants needed to synthesize it. The reactants are: [CH3:1][S:2]([N:5]1[C:9]2[N:10]=[C:11]([N:39]3[CH2:44][CH2:43][O:42][CH2:41][CH2:40]3)[N:12]=[C:13]([C:14]3[CH:15]=[N:16][C:17]([N:20](CC4C=CC(OC)=CC=4)CC4C=CC(OC)=CC=4)=[N:18][CH:19]=3)[C:8]=2[CH:7]=[CH:6]1)(=[O:4])=[O:3].S(=O)(=O)(O)O.P([O-])([O-])([O-])=O.[K+].[K+].[K+]. (2) Given the product [CH2:1]([O:8][C:9]1[CH:14]=[CH:13][C:12]([CH3:15])=[CH:11][C:10]=1[C:23]([OH:22])([C:29]1[CH:30]=[CH:31][CH:32]=[CH:33][CH:34]=1)[C:24]([O:26][CH2:27][CH3:28])=[O:25])[C:2]1[CH:7]=[CH:6][CH:5]=[CH:4][CH:3]=1, predict the reactants needed to synthesize it. The reactants are: [CH2:1]([O:8][C:9]1[CH:14]=[CH:13][C:12]([CH3:15])=[CH:11][C:10]=1Br)[C:2]1[CH:7]=[CH:6][CH:5]=[CH:4][CH:3]=1.C([Li])CCC.[O:22]=[C:23]([C:29]1[CH:34]=[CH:33][CH:32]=[CH:31][CH:30]=1)[C:24]([O:26][CH2:27][CH3:28])=[O:25].